This data is from Full USPTO retrosynthesis dataset with 1.9M reactions from patents (1976-2016). The task is: Predict the reactants needed to synthesize the given product. (1) Given the product [NH2:1][C:2]1[CH:3]=[CH:4][C:5]([CH:8]2[CH2:9][C:10](=[O:15])[NH:11][C:12](=[O:14])[CH2:13]2)=[CH:6][C:7]=1[Br:23], predict the reactants needed to synthesize it. The reactants are: [NH2:1][C:2]1[CH:7]=[CH:6][C:5]([CH:8]2[CH2:13][C:12](=[O:14])[NH:11][C:10](=[O:15])[CH2:9]2)=[CH:4][CH:3]=1.C1C(=O)N([Br:23])C(=O)C1. (2) Given the product [O:22]=[C:13]([NH:14][CH2:15][C:16]1[CH:21]=[CH:20][CH:19]=[CH:18][N:17]=1)[C@@H:12]([NH:23][CH:67]1[C:68]2[N:59]=[CH:60][CH:61]=[CH:62][C:63]=2[CH2:64][CH2:65][CH2:66]1)[CH2:11][CH2:10][CH2:9][CH2:8][NH:7][C:6](=[O:24])[O:5][C:1]([CH3:4])([CH3:2])[CH3:3], predict the reactants needed to synthesize it. The reactants are: [C:1]([O:5][C:6](=[O:24])[NH:7][CH2:8][CH2:9][CH2:10][CH2:11][C@H:12]([NH2:23])[C:13](=[O:22])[NH:14][CH2:15][C:16]1[CH:21]=[CH:20][CH:19]=[CH:18][N:17]=1)([CH3:4])([CH3:3])[CH3:2].C(OC(NCCCC[C@H](NC(=O)OCC1C=CC=CC=1)C(=O)NCC1C=CC=CN=1)=O)(C)(C)C.[N:59]1[C:68]2[C:67](=O)[CH2:66][CH2:65][CH2:64][C:63]=2[CH:62]=[CH:61][CH:60]=1.[BH4-].[Na+].